Dataset: Full USPTO retrosynthesis dataset with 1.9M reactions from patents (1976-2016). Task: Predict the reactants needed to synthesize the given product. Given the product [CH2:32]([C:34]1[CH:39]=[CH:38][C:37]([C:2]2[N:7]=[C:6]([N:8]([CH2:28][CH2:29][CH3:30])[CH2:9][CH2:10][CH2:11][O:12][C:13]3[CH:14]=[C:15]4[C:19](=[CH:20][CH:21]=3)[C@H:18]([CH2:22][C:23]([OH:25])=[O:24])[CH2:17][CH2:16]4)[C:5]([CH3:31])=[CH:4][N:3]=2)=[CH:36][CH:35]=1)[CH3:33], predict the reactants needed to synthesize it. The reactants are: Cl[C:2]1[N:7]=[C:6]([N:8]([CH2:28][CH2:29][CH3:30])[CH2:9][CH2:10][CH2:11][O:12][C:13]2[CH:14]=[C:15]3[C:19](=[CH:20][CH:21]=2)[C@H:18]([CH2:22][C:23]([O:25]CC)=[O:24])[CH2:17][CH2:16]3)[C:5]([CH3:31])=[CH:4][N:3]=1.[CH2:32]([C:34]1[CH:39]=[CH:38][C:37](B(O)O)=[CH:36][CH:35]=1)[CH3:33].C(Cl)Cl.C([O-])([O-])=O.[Na+].[Na+].[Li+].[OH-].Cl.